This data is from Reaction yield outcomes from USPTO patents with 853,638 reactions. The task is: Predict the reaction yield, written as a fraction of the theoretical maximum amount of product (1.0 means a 100% yield; for example, 0.34 means a 34% yield). (1) The reactants are [C:1](OC1C=CC2C=C(C)SC=2C=1)(=[O:3])C.C(Cl)(=O)C(Cl)=O.[Al+3].[Cl-].[Cl-].[Cl-].C[O:26][C:27]1[CH:28]=[CH:29][C:30]2[C:34]([C:35](Cl)=[O:36])=[C:33]([CH3:38])[S:32][C:31]=2[CH:39]=1.C([O-])([O-])=O.[K+].[K+]. The catalyst is CO. The product is [OH:26][C:27]1[CH:28]=[CH:29][C:30]2[C:34]([C:35]([O:3][CH3:1])=[O:36])=[C:33]([CH3:38])[S:32][C:31]=2[CH:39]=1. The yield is 0.870. (2) The reactants are [F:1][C:2]([F:26])([F:25])[C:3]1[CH:4]=[C:5]([NH:13][C:14](=[O:24])[C:15]2[CH:20]=[C:19]([C:21]#[N:22])C=[CH:17][C:16]=2O)[CH:6]=[C:7]([C:9]([F:12])([F:11])[F:10])[CH:8]=1.[OH-:27].[Na+].OO.[CH3:31][OH:32].C(Cl)(Cl)Cl. The catalyst is C(O)C.CS(C)=O. The product is [F:1][C:2]([F:25])([F:26])[C:3]1[CH:4]=[C:5]([NH:13][C:14](=[O:24])[C:15]2[CH:16]=[CH:17][C:31]([OH:32])=[C:19]([C:21]([NH2:22])=[O:27])[CH:20]=2)[CH:6]=[C:7]([C:9]([F:12])([F:11])[F:10])[CH:8]=1. The yield is 0.950. (3) The reactants are [N:1]([C@@H:4]1[C@H:9]([NH:10][C:11]([C:13]2[NH:14][C:15]([CH3:20])=[C:16]([Cl:19])[C:17]=2[Cl:18])=[O:12])[CH2:8][CH2:7][N:6]([C:21]([O:23][CH2:24][C:25]2[CH:30]=[CH:29][CH:28]=[CH:27][CH:26]=2)=[O:22])[CH2:5]1)=[N+:2]=[N-:3].[Br:31][CH:32](Cl)[CH2:33]S(Cl)(=O)=O. The catalyst is O1CCOCC1.CCOC(C)=O. The product is [Br:31][C:32]1[N:3]=[N:2][N:1]([C@@H:4]2[C@H:9]([NH:10][C:11]([C:13]3[NH:14][C:15]([CH3:20])=[C:16]([Cl:19])[C:17]=3[Cl:18])=[O:12])[CH2:8][CH2:7][N:6]([C:21]([O:23][CH2:24][C:25]3[CH:30]=[CH:29][CH:28]=[CH:27][CH:26]=3)=[O:22])[CH2:5]2)[CH:33]=1. The yield is 0.810. (4) The reactants are Br[C:2]1[CH:3]=[C:4]2[C:9](=[CH:10][CH:11]=1)[N:8]=[CH:7][NH:6][C:5]2=[O:12].[CH3:13][C:14]1[CH:19]=[C:18]([CH3:20])[CH:17]=[C:16]([CH3:21])[C:15]=1B(O)O.C(=O)([O-])[O-].[K+].[K+].C1(P(C2C=CC=CC=2)C2C=CC=CC=2)C=CC=CC=1.C(=O)(O)[O-]. The catalyst is CN(C)C(=O)C.C(O)C.O.C1C=CC(/C=C/C(/C=C/C2C=CC=CC=2)=O)=CC=1.C1C=CC(/C=C/C(/C=C/C2C=CC=CC=2)=O)=CC=1.C1C=CC(/C=C/C(/C=C/C2C=CC=CC=2)=O)=CC=1.[Pd].[Pd].C(Cl)Cl. The product is [CH3:13][C:14]1[CH:19]=[C:18]([CH3:20])[CH:17]=[C:16]([CH3:21])[C:15]=1[C:2]1[CH:3]=[C:4]2[C:9](=[CH:10][CH:11]=1)[N:8]=[CH:7][NH:6][C:5]2=[O:12]. The yield is 0.400. (5) The reactants are [OH-].[K+].SCC(O)=O.[CH2:8]([N:15]([CH2:28][CH2:29][C:30]1[N:31]([C@@H:36]2[CH2:45][C:44]3[C:39](=[C:40]([F:47])[CH:41]=[C:42]([F:46])[CH:43]=3)[O:38][CH2:37]2)[C:32](=[S:35])[NH:33][CH:34]=1)S(C1C=CC=CC=1[N+]([O-])=O)(=O)=O)[C:9]1[CH:14]=[CH:13][CH:12]=[CH:11][CH:10]=1.CO. The catalyst is O.CS(C)=O. The product is [CH2:8]([NH:15][CH2:28][CH2:29][C:30]1[N:31]([C@@H:36]2[CH2:45][C:44]3[C:39](=[C:40]([F:47])[CH:41]=[C:42]([F:46])[CH:43]=3)[O:38][CH2:37]2)[C:32](=[S:35])[NH:33][CH:34]=1)[C:9]1[CH:14]=[CH:13][CH:12]=[CH:11][CH:10]=1. The yield is 0.960. (6) The reactants are N(C(OCC)=O)=NC(OCC)=O.[F:13][C:14]1[C:22]([O:23][C:24]2[C:33]3[C:28](=[CH:29][C:30]([OH:36])=[C:31]([O:34][CH3:35])[CH:32]=3)[N:27]=[CH:26][N:25]=2)=[CH:21][CH:20]=[C:19]2[C:15]=1[CH:16]=[C:17]([CH3:37])[NH:18]2.C1(P(C2C=CC=CC=2)C2C=CC=CC=2)C=CC=CC=1.[Br:57][CH2:58][CH2:59][CH2:60]O. The catalyst is C(Cl)Cl. The product is [Br:57][CH2:58][CH2:59][CH2:60][O:36][C:30]1[CH:29]=[C:28]2[C:33]([C:24]([O:23][C:22]3[C:14]([F:13])=[C:15]4[C:19](=[CH:20][CH:21]=3)[NH:18][C:17]([CH3:37])=[CH:16]4)=[N:25][CH:26]=[N:27]2)=[CH:32][C:31]=1[O:34][CH3:35]. The yield is 1.00.